Dataset: NCI-60 drug combinations with 297,098 pairs across 59 cell lines. Task: Regression. Given two drug SMILES strings and cell line genomic features, predict the synergy score measuring deviation from expected non-interaction effect. (1) Drug 1: C1=C(C(=O)NC(=O)N1)F. Drug 2: CC1CCC2CC(C(=CC=CC=CC(CC(C(=O)C(C(C(=CC(C(=O)CC(OC(=O)C3CCCCN3C(=O)C(=O)C1(O2)O)C(C)CC4CCC(C(C4)OC)O)C)C)O)OC)C)C)C)OC. Cell line: RPMI-8226. Synergy scores: CSS=69.5, Synergy_ZIP=-15.4, Synergy_Bliss=-21.5, Synergy_Loewe=-9.51, Synergy_HSA=-9.50. (2) Drug 1: C1C(C(OC1N2C=NC3=C(N=C(N=C32)Cl)N)CO)O. Drug 2: CS(=O)(=O)CCNCC1=CC=C(O1)C2=CC3=C(C=C2)N=CN=C3NC4=CC(=C(C=C4)OCC5=CC(=CC=C5)F)Cl. Cell line: SF-539. Synergy scores: CSS=14.3, Synergy_ZIP=-6.73, Synergy_Bliss=-4.40, Synergy_Loewe=-7.07, Synergy_HSA=-2.37. (3) Synergy scores: CSS=31.7, Synergy_ZIP=-1.86, Synergy_Bliss=-2.90, Synergy_Loewe=-4.78, Synergy_HSA=-2.97. Drug 2: CC(C)CN1C=NC2=C1C3=CC=CC=C3N=C2N. Drug 1: C1=NC(=NC(=O)N1C2C(C(C(O2)CO)O)O)N. Cell line: LOX IMVI. (4) Drug 1: C1=NC2=C(N=C(N=C2N1C3C(C(C(O3)CO)O)F)Cl)N. Drug 2: CC1=C(N=C(N=C1N)C(CC(=O)N)NCC(C(=O)N)N)C(=O)NC(C(C2=CN=CN2)OC3C(C(C(C(O3)CO)O)O)OC4C(C(C(C(O4)CO)O)OC(=O)N)O)C(=O)NC(C)C(C(C)C(=O)NC(C(C)O)C(=O)NCCC5=NC(=CS5)C6=NC(=CS6)C(=O)NCCC[S+](C)C)O. Cell line: OVCAR3. Synergy scores: CSS=17.0, Synergy_ZIP=0.758, Synergy_Bliss=2.34, Synergy_Loewe=-0.223, Synergy_HSA=1.82.